From a dataset of Full USPTO retrosynthesis dataset with 1.9M reactions from patents (1976-2016). Predict the reactants needed to synthesize the given product. (1) Given the product [ClH:50].[NH2:7][C@@H:8]1[C@H:13]([OH:14])[CH2:12][CH2:11][N:10]([C:15]([C:17]2[CH:39]=[C:38]([O:40][CH3:41])[C:20]3[N:21]([CH3:37])[C:22]([C:24]4[N:32]([CH2:33][CH:34]5[CH2:36][CH2:35]5)[C:27]5=[N:28][CH:29]=[CH:30][CH:31]=[C:26]5[CH:25]=4)=[N:23][C:19]=3[CH:18]=2)=[O:16])[CH2:9]1.[NH2:7][C@@H:8]1[C@H:13]([OH:14])[CH2:12][CH2:11][N:10]([C:15]([C:17]2[CH:39]=[C:38]([O:40][CH3:41])[C:20]3[N:21]([CH3:37])[C:22]([C:24]4[N:32]([CH2:33][CH:34]5[CH2:36][CH2:35]5)[C:27]5=[N:28][CH:29]=[CH:30][CH:31]=[C:26]5[CH:25]=4)=[N:23][C:19]=3[CH:18]=2)=[O:16])[CH2:9]1, predict the reactants needed to synthesize it. The reactants are: C(OC(=O)[NH:7][C@@H:8]1[C@H:13]([OH:14])[CH2:12][CH2:11][N:10]([C:15]([C:17]2[CH:39]=[C:38]([O:40][CH3:41])[C:20]3[N:21]([CH3:37])[C:22]([C:24]4[N:32]([CH2:33][CH:34]5[CH2:36][CH2:35]5)[C:27]5=[N:28][CH:29]=[CH:30][CH:31]=[C:26]5[CH:25]=4)=[N:23][C:19]=3[CH:18]=2)=[O:16])[CH2:9]1)(C)(C)C.C(O)(C(F)(F)F)=O.[Cl:50]CCl. (2) Given the product [Cl:1][C:2]1[C:7]([F:8])=[CH:6][CH:5]=[C:4]([Cl:9])[C:3]=1[CH:10]([OH:29])[CH3:11], predict the reactants needed to synthesize it. The reactants are: [Cl:1][C:2]1[C:7]([F:8])=[CH:6][CH:5]=[C:4]([Cl:9])[C:3]=1[CH2:10][CH2:11]C([CH2:11][CH2:10][C:3]1[C:4]([Cl:9])=[CH:5][CH:6]=[C:7]([F:8])[C:2]=1[Cl:1])=O.[BH4-].[Na+].Cl.C[OH:29]. (3) Given the product [ClH:1].[ClH:1].[ClH:1].[NH2:33][CH2:32][C@H:29]1[CH2:30][CH2:31][C@H:26]([CH2:25][NH:24][C:22]([C:20]2[C:19]3[C:14](=[CH:15][CH:16]=[CH:17][CH:18]=3)[N:13]=[C:12]([N:9]3[CH2:8][CH2:7][CH:6]([CH2:5][CH2:4][N:3]([CH3:2])[CH3:41])[CH2:11][CH2:10]3)[CH:21]=2)=[O:23])[CH2:27][CH2:28]1, predict the reactants needed to synthesize it. The reactants are: [ClH:1].[CH3:2][N:3]([CH3:41])[CH2:4][CH2:5][CH:6]1[CH2:11][CH2:10][N:9]([C:12]2[CH:21]=[C:20]([C:22]([NH:24][CH2:25][C@H:26]3[CH2:31][CH2:30][C@H:29]([CH2:32][NH:33]C(=O)OC(C)(C)C)[CH2:28][CH2:27]3)=[O:23])[C:19]3[C:14](=[CH:15][CH:16]=[CH:17][CH:18]=3)[N:13]=2)[CH2:8][CH2:7]1. (4) Given the product [C:26]([C:2]1[CH:3]=[C:4]([CH:17]=[C:18]([N:20]([CH3:25])[S:21]([CH3:24])(=[O:23])=[O:22])[CH:19]=1)[C:5]([NH:7][C@@H:8]([C:10]1[CH:15]=[CH:14][C:13]([F:16])=[CH:12][CH:11]=1)[CH3:9])=[O:6])#[N:27], predict the reactants needed to synthesize it. The reactants are: Br[C:2]1[CH:3]=[C:4]([CH:17]=[C:18]([N:20]([CH3:25])[S:21]([CH3:24])(=[O:23])=[O:22])[CH:19]=1)[C:5]([NH:7][C@@H:8]([C:10]1[CH:15]=[CH:14][C:13]([F:16])=[CH:12][CH:11]=1)[CH3:9])=[O:6].[CH3:26][N:27](C=O)C. (5) The reactants are: [CH3:1][N:2]1[C:6](B(O)O)=[CH:5][C:4]([C:10]([F:13])([F:12])[F:11])=[N:3]1.[CH3:14][N:15]([C:26]1[CH:31]=[CH:30][C:29]([NH:32][C:33]([NH:35][C:36]2[CH:41]=[CH:40][CH:39]=[CH:38][CH:37]=2)=[O:34])=[CH:28][CH:27]=1)[S:16]([C:19]1[CH:24]=[CH:23][CH:22]=[C:21](Br)[CH:20]=1)(=[O:18])=[O:17].C([O-])([O-])=O.[Na+].[Na+]. Given the product [CH3:14][N:15]([C:26]1[CH:31]=[CH:30][C:29]([NH:32][C:33]([NH:35][C:36]2[CH:41]=[CH:40][CH:39]=[CH:38][CH:37]=2)=[O:34])=[CH:28][CH:27]=1)[S:16]([C:19]1[CH:20]=[CH:21][CH:22]=[C:23]([C:6]2[N:2]([CH3:1])[N:3]=[C:4]([C:10]([F:13])([F:12])[F:11])[CH:5]=2)[CH:24]=1)(=[O:17])=[O:18], predict the reactants needed to synthesize it.